From a dataset of Full USPTO retrosynthesis dataset with 1.9M reactions from patents (1976-2016). Predict the reactants needed to synthesize the given product. (1) Given the product [OH:22][CH:20]1[C:19]2[C:14](=[CH:15][CH:16]=[CH:17][CH:18]=2)[O:13][C:10]2([CH2:11][CH2:12][N:7]([C:5]([C:4]3[CH:23]=[CH:24][CH:25]=[CH:26][C:3]=3[O:2][CH3:1])=[O:6])[CH2:8][CH2:9]2)[CH2:21]1, predict the reactants needed to synthesize it. The reactants are: [CH3:1][O:2][C:3]1[CH:26]=[CH:25][CH:24]=[CH:23][C:4]=1[C:5]([N:7]1[CH2:12][CH2:11][C:10]2([CH2:21][C:20](=[O:22])[C:19]3[C:14](=[CH:15][CH:16]=[CH:17][CH:18]=3)[O:13]2)[CH2:9][CH2:8]1)=[O:6].[BH4-].[Na+]. (2) The reactants are: [F:1][C:2]1[CH:7]=[CH:6][C:5]([CH2:8][N:9]=[C:10]=[O:11])=[CH:4][CH:3]=1.[Br:12][C:13]1[C:22]2[CH:21]=[N:20][CH:19]=[CH:18][C:17]=2[C:16]([NH2:23])=[CH:15][CH:14]=1. Given the product [Br:12][C:13]1[CH:14]=[CH:15][C:16]([NH:23][C:10]([NH:9][CH2:8][C:5]2[CH:4]=[CH:3][C:2]([F:1])=[CH:7][CH:6]=2)=[O:11])=[C:17]2[C:22]=1[CH:21]=[N:20][CH:19]=[CH:18]2, predict the reactants needed to synthesize it. (3) Given the product [C:12]1([C:24]2[CH:25]=[CH:26][CH:27]=[CH:28][CH:29]=2)[CH:17]=[CH:16][CH:15]=[C:14]([N:18]2[CH:22]=[C:21]([N:1]3[CH:5]=[CH:4][CH:3]=[N:2]3)[N:20]=[CH:19]2)[CH:13]=1, predict the reactants needed to synthesize it. The reactants are: [NH:1]1[CH:5]=[CH:4][CH:3]=[N:2]1.C([O-])([O-])=O.[K+].[K+].[C:12]1([C:24]2[CH:29]=[CH:28][CH:27]=[CH:26][CH:25]=2)[CH:17]=[CH:16][CH:15]=[C:14]([N:18]2[CH:22]=[C:21](Br)[N:20]=[CH:19]2)[CH:13]=1.CN1C(=O)CCC1. (4) Given the product [Br:3][C:4]1[C:5]([NH:11][C@H:12]([CH3:15])[C@H:13]([OH:14])[CH3:16])=[N:6][C:7]([Cl:10])=[N:8][CH:9]=1, predict the reactants needed to synthesize it. The reactants are: C[Li].[Br:3][C:4]1[C:5]([NH:11][C@H:12]([CH3:15])[CH:13]=[O:14])=[N:6][C:7]([Cl:10])=[N:8][CH:9]=1.[C:16](=O)=O.[Al].[Cl-].[NH4+].